Dataset: NCI-60 drug combinations with 297,098 pairs across 59 cell lines. Task: Regression. Given two drug SMILES strings and cell line genomic features, predict the synergy score measuring deviation from expected non-interaction effect. Drug 1: CC12CCC3C(C1CCC2=O)CC(=C)C4=CC(=O)C=CC34C. Drug 2: CC1C(C(CC(O1)OC2CC(OC(C2O)C)OC3=CC4=CC5=C(C(=O)C(C(C5)C(C(=O)C(C(C)O)O)OC)OC6CC(C(C(O6)C)O)OC7CC(C(C(O7)C)O)OC8CC(C(C(O8)C)O)(C)O)C(=C4C(=C3C)O)O)O)O. Cell line: SR. Synergy scores: CSS=29.3, Synergy_ZIP=-2.08, Synergy_Bliss=-5.06, Synergy_Loewe=-8.48, Synergy_HSA=-4.61.